From a dataset of Catalyst prediction with 721,799 reactions and 888 catalyst types from USPTO. Predict which catalyst facilitates the given reaction. (1) Reactant: [Cl:1][C:2]1[C:3]([F:38])=[C:4]([C@:9]23[CH2:16][O:15][C@H:14]([CH2:17][O:18][C:19]([C:32]4[CH:37]=[CH:36][CH:35]=[CH:34][CH:33]=4)([C:26]4[CH:31]=[CH:30][CH:29]=[CH:28][CH:27]=4)[C:20]4[CH:25]=[CH:24][CH:23]=[CH:22][CH:21]=4)[C@H:13]2[CH2:12][O:11][NH:10]3)[CH:5]=[CH:6][C:7]=1[F:8]. Product: [NH2:10][C@@:9]1([C:4]2[CH:5]=[CH:6][C:7]([F:8])=[C:2]([Cl:1])[C:3]=2[F:38])[CH2:16][O:15][C@H:14]([CH2:17][O:18][C:19]([C:20]2[CH:25]=[CH:24][CH:23]=[CH:22][CH:21]=2)([C:26]2[CH:31]=[CH:30][CH:29]=[CH:28][CH:27]=2)[C:32]2[CH:37]=[CH:36][CH:35]=[CH:34][CH:33]=2)[C@H:13]1[CH2:12][OH:11]. The catalyst class is: 183. (2) Product: [C:29](=[O:30])([O:31][C:32]1[CH:33]=[CH:34][C:35]([N+:38]([O-:40])=[O:39])=[CH:36][CH:37]=1)[O:20][C@H:3]([CH2:4][N:5]1[CH:9]=[C:8]([C:10]2[CH:15]=[CH:14][C:13]([C:16]([F:19])([F:18])[F:17])=[CH:12][CH:11]=2)[CH:7]=[N:6]1)[C:2]([CH3:22])([CH3:21])[CH3:1]. The catalyst class is: 7. Reactant: [CH3:1][C:2]([CH3:22])([CH3:21])[C@H:3]([OH:20])[CH2:4][N:5]1[CH:9]=[C:8]([C:10]2[CH:15]=[CH:14][C:13]([C:16]([F:19])([F:18])[F:17])=[CH:12][CH:11]=2)[CH:7]=[N:6]1.C([Li])CCC.Cl[C:29]([O:31][C:32]1[CH:37]=[CH:36][C:35]([N+:38]([O-:40])=[O:39])=[CH:34][CH:33]=1)=[O:30].C(=O)(O)[O-].[Na+]. (3) Reactant: [F:1][C:2]1[C:7]([F:8])=[CH:6][CH:5]=[CH:4][C:3]=1[C:9](=[N:36][OH:37])[CH2:10][O:11][CH:12]([CH:34]=[CH2:35])[CH2:13][O:14][C:15]([C:28]1[CH:33]=[CH:32][CH:31]=[CH:30][CH:29]=1)([C:22]1[CH:27]=[CH:26][CH:25]=[CH:24][CH:23]=1)[C:16]1[CH:21]=[CH:20][CH:19]=[CH:18][CH:17]=1.C1(C=CC(O)=CC=1)O. Product: [F:1][C:2]1[C:7]([F:8])=[CH:6][CH:5]=[CH:4][C:3]=1[C:9]12[CH2:10][O:11][CH:12]([CH2:13][O:14][C:15]([C:16]3[CH:21]=[CH:20][CH:19]=[CH:18][CH:17]=3)([C:22]3[CH:23]=[CH:24][CH:25]=[CH:26][CH:27]=3)[C:28]3[CH:29]=[CH:30][CH:31]=[CH:32][CH:33]=3)[CH:34]1[CH2:35][O:37][NH:36]2. The catalyst class is: 11. (4) Reactant: [In].Br[CH:3]([C:9]([O:11][CH2:12][CH3:13])=[O:10])[C:4]([O:6][CH2:7][CH3:8])=[O:5].C[Si](Cl)(C)C.[CH2:19]([CH:22]1[CH2:27][CH2:26][C:25](=[O:28])[CH:24]=[CH:23]1)[CH:20]=[CH2:21]. Product: [CH2:19]([CH:22]1[CH2:27][CH2:26][C:25](=[O:28])[CH2:24][CH:23]1[CH:3]([C:9]([O:11][CH2:12][CH3:13])=[O:10])[C:4]([O:6][CH2:7][CH3:8])=[O:5])[CH:20]=[CH2:21]. The catalyst class is: 1. (5) Reactant: [CH3:1][C:2]1([CH3:31])[CH2:11][CH:10]=[C:9]([S:12][C:13]2[CH:18]=[CH:17][CH:16]=[CH:15][CH:14]=2)[C:8]2[CH:7]=[C:6]([C:19]([O:21][C:22]3[CH:30]=[CH:29][C:25]([C:26]([OH:28])=[O:27])=[CH:24][CH:23]=3)=[O:20])[CH:5]=[CH:4][C:3]1=2.[CH2:32]1COC[CH2:33]1.ClC1C=CC=C(C(OO)=O)C=1. Product: [CH3:1][C:2]1([CH3:31])[CH2:11][CH:10]=[C:9]([S:12][C:13]2[CH:18]=[CH:17][CH:16]=[CH:15][CH:14]=2)[C:8]2[CH:7]=[C:6]([C:19]([O:21][C:22]3[CH:23]=[CH:24][C:25]([C:26]([O:28][CH2:32][CH3:33])=[O:27])=[CH:29][CH:30]=3)=[O:20])[CH:5]=[CH:4][C:3]1=2. The catalyst class is: 6. (6) Reactant: Br[C:2]1[C:3]([CH3:25])=[C:4]([CH:21]=[CH:22][C:23]=1[CH3:24])[CH2:5][NH:6][C:7]1[CH:20]=[CH:19][C:10]2[C@H:11]([CH2:14][C:15]([O:17][CH3:18])=[O:16])[CH2:12][O:13][C:9]=2[CH:8]=1.[CH3:26][O:27][C:28]1[N:33]=[CH:32][C:31](B(O)O)=[CH:30][CH:29]=1.C(=O)([O-])[O-].[Na+].[Na+].C1(P(C2CCCCC2)C2C=CC=CC=2C2C(OC)=CC=CC=2OC)CCCCC1. Product: [CH3:26][O:27][C:28]1[N:33]=[CH:32][C:31]([C:2]2[C:3]([CH3:25])=[C:4]([CH:21]=[CH:22][C:23]=2[CH3:24])[CH2:5][NH:6][C:7]2[CH:20]=[CH:19][C:10]3[C@H:11]([CH2:14][C:15]([O:17][CH3:18])=[O:16])[CH2:12][O:13][C:9]=3[CH:8]=2)=[CH:30][CH:29]=1. The catalyst class is: 720. (7) Reactant: [CH2:1]([N:8]1[CH2:12][CH2:11][C:10](=[O:13])[CH2:9]1)[C:2]1[CH:7]=[CH:6][CH:5]=[CH:4][CH:3]=1.[CH3:14][Mg+].[Br-]. Product: [CH2:1]([N:8]1[CH2:12][CH2:11][C:10]([CH3:14])([OH:13])[CH2:9]1)[C:2]1[CH:3]=[CH:4][CH:5]=[CH:6][CH:7]=1. The catalyst class is: 1. (8) Reactant: [CH3:1][N:2]1[C:7](=[O:8])[C:6]([C:9]([O:11][CH2:12][CH3:13])=[O:10])=[C:5]([NH:14][CH3:15])[C:4]([C:16]2[CH:21]=[CH:20][CH:19]=[C:18]([N+:22]([O-:24])=[O:23])[CH:17]=2)=[N:3]1.Cl[C:26](=[O:33])[CH2:27][C:28]([O:30][CH2:31][CH3:32])=[O:29]. Product: [CH2:31]([O:30][C:28](=[O:29])[CH2:27][C:26]([N:14]([C:5]1[C:4]([C:16]2[CH:21]=[CH:20][CH:19]=[C:18]([N+:22]([O-:24])=[O:23])[CH:17]=2)=[N:3][N:2]([CH3:1])[C:7](=[O:8])[C:6]=1[C:9]([O:11][CH2:12][CH3:13])=[O:10])[CH3:15])=[O:33])[CH3:32]. The catalyst class is: 23. (9) Product: [F:39][C:20]1([F:19])[CH2:25][N:24]([C:26]([C:28]2[S:29][C:30]([CH3:33])=[CH:31][CH:32]=2)=[O:27])[CH2:23][C:22]2([CH2:34][CH2:35][N:36]([CH2:2][C:3]3[CH:8]=[CH:7][CH:6]=[C:5]([CH2:9][CH2:10][OH:11])[CH:4]=3)[CH2:37][CH2:38]2)[O:21]1. Reactant: Br[CH2:2][C:3]1[CH:4]=[C:5]([CH2:9][CH2:10][OH:11])[CH:6]=[CH:7][CH:8]=1.FC(F)(F)C(O)=O.[F:19][C:20]1([F:39])[CH2:25][N:24]([C:26]([C:28]2[S:29][C:30]([CH3:33])=[CH:31][CH:32]=2)=[O:27])[CH2:23][C:22]2([CH2:38][CH2:37][NH:36][CH2:35][CH2:34]2)[O:21]1.C(N(CC)CC)C. The catalyst class is: 10.